Task: Regression/Classification. Given a drug SMILES string, predict its absorption, distribution, metabolism, or excretion properties. Task type varies by dataset: regression for continuous measurements (e.g., permeability, clearance, half-life) or binary classification for categorical outcomes (e.g., BBB penetration, CYP inhibition). Dataset: rlm.. Dataset: Rat liver microsome stability data (1) The compound is Fc1ccc(Nc2nc(C3=CCNCC3)nc3ccccc23)cc1F. The result is 1 (stable in rat liver microsomes). (2) The compound is CNc1oc(-c2ccc(-c3ccccc3)cc2)nc1C#N. The result is 0 (unstable in rat liver microsomes). (3) The drug is COc1ccc2[nH]c(C)c(CCNCc3ccc(-c4ccc(O)cc4)o3)c2c1. The result is 1 (stable in rat liver microsomes). (4) The drug is CS(=O)(=O)c1ccc(-c2cnc3c(O)n(Cc4cc(F)ccc4C#N)c(N4CCC[C@@H](N)C4)nc2-3)c(F)c1. The result is 0 (unstable in rat liver microsomes). (5) The result is 1 (stable in rat liver microsomes). The compound is O=[N+]([O-])c1cccc(CSc2nc3cc(Br)cnc3[nH]2)c1.